Dataset: Peptide-MHC class I binding affinity with 185,985 pairs from IEDB/IMGT. Task: Regression. Given a peptide amino acid sequence and an MHC pseudo amino acid sequence, predict their binding affinity value. This is MHC class I binding data. (1) The peptide sequence is TVYYLSKEV. The MHC is H-2-Db with pseudo-sequence H-2-Db. The binding affinity (normalized) is 0.00610. (2) The peptide sequence is GFKLRSAVM. The MHC is HLA-A02:12 with pseudo-sequence HLA-A02:12. The binding affinity (normalized) is 0.0847. (3) The peptide sequence is LFQPLHTVM. The MHC is HLA-B18:01 with pseudo-sequence HLA-B18:01. The binding affinity (normalized) is 0.213. (4) The peptide sequence is KDCVMYASAL. The MHC is HLA-B18:01 with pseudo-sequence HLA-B18:01. The binding affinity (normalized) is 0. (5) The peptide sequence is LQISRVNDL. The MHC is HLA-A02:01 with pseudo-sequence HLA-A02:01. The binding affinity (normalized) is 0.312. (6) The peptide sequence is MGCLGNQLL. The MHC is HLA-B27:05 with pseudo-sequence HLA-B27:05. The binding affinity (normalized) is 0.000432.